From a dataset of CYP2C9 inhibition data for predicting drug metabolism from PubChem BioAssay. Regression/Classification. Given a drug SMILES string, predict its absorption, distribution, metabolism, or excretion properties. Task type varies by dataset: regression for continuous measurements (e.g., permeability, clearance, half-life) or binary classification for categorical outcomes (e.g., BBB penetration, CYP inhibition). Dataset: cyp2c9_veith. The drug is Cc1cnc(CNc2ccnc(-c3ccccc3Cl)n2)cn1. The result is 0 (non-inhibitor).